This data is from Full USPTO retrosynthesis dataset with 1.9M reactions from patents (1976-2016). The task is: Predict the reactants needed to synthesize the given product. Given the product [I:6][C:7]1[C:8]([CH2:15][O:16][Si:23]([CH:30]([CH3:32])[CH3:31])([CH:27]([CH3:29])[CH3:28])[CH:24]([CH3:26])[CH3:25])=[CH:9][N:10]=[C:11]([O:13][CH3:14])[CH:12]=1, predict the reactants needed to synthesize it. The reactants are: CN(C=O)C.[I:6][C:7]1[CH:12]=[C:11]([O:13][CH3:14])[N:10]=[CH:9][C:8]=1[CH2:15][OH:16].N1C=CN=C1.Cl[Si:23]([CH:30]([CH3:32])[CH3:31])([CH:27]([CH3:29])[CH3:28])[CH:24]([CH3:26])[CH3:25].